From a dataset of Full USPTO retrosynthesis dataset with 1.9M reactions from patents (1976-2016). Predict the reactants needed to synthesize the given product. The reactants are: [NH2:1][C@@H:2]([CH2:6][C:7]1[CH:12]=[CH:11][CH:10]=[C:9]([Cl:13])[CH:8]=1)[C:3]([OH:5])=[O:4].C([N:31]=[C:32]=[S:33])(OCC1C2C(=CC=CC=2)C2C1=CC=CC=2)=O.C(NCC)C.Br[CH2:40][C:41]([C:43]1[CH:48]=[CH:47][C:46]([CH:49]([CH3:51])[CH3:50])=[CH:45][CH:44]=1)=O.[Cl:52][C:53]1[CH:54]=[C:55]([NH:59][C:60](=[S:67])[NH:61][C@@H:62]([CH3:66])[C:63]([OH:65])=[O:64])[CH:56]=[CH:57][CH:58]=1. Given the product [Cl:52][C:53]1[CH:54]=[C:55]([NH:59][C:60](=[S:67])[NH:61][C@@H:62]([CH3:66])[C:63]([OH:65])=[O:64])[CH:56]=[CH:57][CH:58]=1.[Cl:13][C:9]1[CH:8]=[C:7]([CH2:6][C@H:2]([NH:1][C:32]2[S:33][CH:40]=[C:41]([C:43]3[CH:48]=[CH:47][C:46]([CH:49]([CH3:51])[CH3:50])=[CH:45][CH:44]=3)[N:31]=2)[C:3]([OH:5])=[O:4])[CH:12]=[CH:11][CH:10]=1, predict the reactants needed to synthesize it.